Dataset: Full USPTO retrosynthesis dataset with 1.9M reactions from patents (1976-2016). Task: Predict the reactants needed to synthesize the given product. (1) Given the product [O:32]1[CH:33]=[CH:34][CH2:35][CH:36]1[C:19]1[CH:18]=[C:17]([CH:16]=[CH:21][CH:20]=1)[CH:22]=[O:39], predict the reactants needed to synthesize it. The reactants are: [CH3:22][C:17]1[CH:18]=[CH:19][CH:20]=[CH:21][C:16]=1P([C:16]1[CH:21]=[CH:20][CH:19]=[CH:18][C:17]=1[CH3:22])[C:16]1[CH:21]=[CH:20][CH:19]=[CH:18][C:17]=1[CH3:22].C(N(CC)C(C)C)(C)C.[O:32]1[CH:36]=[CH:35][CH2:34][CH2:33]1.C(OCC)(=[O:39])C. (2) Given the product [CH3:1][C:2]1[C:8](=[O:9])[NH:7][C:5](=[O:6])[N:4]([C@@H:10]2[O:14][C@H:13]([CH2:15][O:16][P:36]([OH:44])([OH:37])=[O:35])[C@@H:12]([N:17]=[N+:18]=[N-:19])[CH2:11]2)[CH:3]=1, predict the reactants needed to synthesize it. The reactants are: [CH3:1][C:2]1[C:8](=[O:9])[NH:7][C:5](=[O:6])[N:4]([C@@H:10]2[O:14][C@H:13]([CH2:15][OH:16])[C@@H:12]([N:17]=[N+:18]=[N-:19])[CH2:11]2)[CH:3]=1.CC1C(=O)NC(=O)N([C@@H]2O[C@H](C[O:35][P:36]([OH:44])(NC(C(O)=O)C)=[O:37])C=C2)C=1. (3) Given the product [OH:1][C:2]1([CH3:12])[CH2:6][CH2:5][C@@H:4]([C:7]([OH:9])=[O:8])[CH2:3]1, predict the reactants needed to synthesize it. The reactants are: [O:1]=[C:2]1[CH2:6][CH2:5][C@@H:4]([C:7]([OH:9])=[O:8])[CH2:3]1.C[Li].[CH2:12](OCC)C.